Dataset: Reaction yield outcomes from USPTO patents with 853,638 reactions. Task: Predict the reaction yield, written as a fraction of the theoretical maximum amount of product (1.0 means a 100% yield; for example, 0.34 means a 34% yield). The reactants are Br[C:2]1[CH:7]=[CH:6][C:5]([C@H:8]2[CH2:25][C@@:23]3([CH3:24])[C@@H:19]([CH2:20][C@@H:21]([CH3:31])[C@@H:22]3[C:26]([CH:28]3[CH2:30][CH2:29]3)=[O:27])[C@H:18]3[C:9]2=[C:10]2[C:15]([CH2:16][CH2:17]3)=[CH:14][C:13](=[O:32])[CH2:12][CH2:11]2)=[CH:4][CH:3]=1.[F:33][C:34]1[N:39]=[CH:38][C:37](B(O)O)=[CH:36][CH:35]=1. No catalyst specified. The product is [CH:28]1([C:26]([C@H:22]2[C@H:21]([CH3:31])[CH2:20][C@H:19]3[C@H:18]4[C:9]([C@@H:8]([C:5]5[CH:4]=[CH:3][C:2]([C:37]6[CH:38]=[N:39][C:34]([F:33])=[CH:35][CH:36]=6)=[CH:7][CH:6]=5)[CH2:25][C@:23]23[CH3:24])=[C:10]2[C:15](=[CH:14][C:13](=[O:32])[CH2:12][CH2:11]2)[CH2:16][CH2:17]4)=[O:27])[CH2:29][CH2:30]1. The yield is 0.650.